From a dataset of Peptide-MHC class II binding affinity with 134,281 pairs from IEDB. Regression. Given a peptide amino acid sequence and an MHC pseudo amino acid sequence, predict their binding affinity value. This is MHC class II binding data. (1) The peptide sequence is SPWSWPDLDLKPGAA. The MHC is DRB1_0801 with pseudo-sequence DRB1_0801. The binding affinity (normalized) is 0. (2) The peptide sequence is TDAATHNPWASQKH. The MHC is DRB1_0701 with pseudo-sequence DRB1_0701. The binding affinity (normalized) is 0.145. (3) The peptide sequence is GGGGESFGIVVAWQV. The MHC is HLA-DQA10201-DQB10202 with pseudo-sequence HLA-DQA10201-DQB10202. The binding affinity (normalized) is 0.139. (4) The peptide sequence is GLDSLTTLLRALGAQ. The MHC is DRB1_1302 with pseudo-sequence DRB1_1302. The binding affinity (normalized) is 0.204. (5) The peptide sequence is AAIHEMFVNTLQMSS. The MHC is DRB1_0802 with pseudo-sequence DRB1_0802. The binding affinity (normalized) is 0.125. (6) The peptide sequence is IRYPLTFGWCFKLVPVDPREVEEA. The MHC is DRB1_1001 with pseudo-sequence DRB1_1001. The binding affinity (normalized) is 0.790. (7) The peptide sequence is EKQLAEVVDNTITPLMK. The MHC is DRB1_0401 with pseudo-sequence DRB1_0401. The binding affinity (normalized) is 0. (8) The peptide sequence is NYLALLVKFVAGDGD. The MHC is DRB1_1001 with pseudo-sequence DRB1_1001. The binding affinity (normalized) is 0.641. (9) The binding affinity (normalized) is 0.474. The MHC is HLA-DPA10103-DPB10401 with pseudo-sequence HLA-DPA10103-DPB10401. The peptide sequence is ADYLRMWIQAATVMS. (10) The peptide sequence is RTITADTFRKLFRVY. The MHC is DRB1_0701 with pseudo-sequence DRB1_0701. The binding affinity (normalized) is 0.247.